Dataset: Catalyst prediction with 721,799 reactions and 888 catalyst types from USPTO. Task: Predict which catalyst facilitates the given reaction. Reactant: [K+].[CH3:2][S:3]([N:6]1[CH2:11][CH2:10][N:9]([C:12]2[CH:17]=[CH:16][C:15]([C:18](=[O:32])/[CH:19]=[CH:20]/[C:21]3[CH:26]=[CH:25][C:24](/[CH:27]=[CH:28]/[C:29]([O-:31])=O)=[CH:23][CH:22]=3)=[CH:14][CH:13]=2)[CH2:8][CH2:7]1)(=[O:5])=[O:4].C1C=CC2[N:41]([OH:42])N=NC=2C=1.C(Cl)C[Cl:45].NOC1CCCCO1. Product: [ClH:45].[OH:42][NH:41][C:29](=[O:31])/[CH:28]=[CH:27]/[C:24]1[CH:25]=[CH:26][C:21](/[CH:20]=[CH:19]/[C:18]([C:15]2[CH:14]=[CH:13][C:12]([N:9]3[CH2:10][CH2:11][N:6]([S:3]([CH3:2])(=[O:4])=[O:5])[CH2:7][CH2:8]3)=[CH:17][CH:16]=2)=[O:32])=[CH:22][CH:23]=1. The catalyst class is: 118.